This data is from Catalyst prediction with 721,799 reactions and 888 catalyst types from USPTO. The task is: Predict which catalyst facilitates the given reaction. The catalyst class is: 12. Reactant: [CH:1]1([C:4]2[CH:9]=[CH:8][C:7]([CH2:10][CH:11]([NH2:14])[CH2:12][CH3:13])=[CH:6][C:5]=2[O:15][CH3:16])[CH2:3][CH2:2]1.[CH:17](OCC)=[O:18]. Product: [CH:1]1([C:4]2[CH:9]=[CH:8][C:7]([CH2:10][CH:11]([NH:14][CH:17]=[O:18])[CH2:12][CH3:13])=[CH:6][C:5]=2[O:15][CH3:16])[CH2:3][CH2:2]1.